Task: Predict which catalyst facilitates the given reaction.. Dataset: Catalyst prediction with 721,799 reactions and 888 catalyst types from USPTO Reactant: [Si:1]([O:8][C@@H:9]1[C@@H:14]([CH3:15])[CH2:13][N:12]([C:16]2[CH:21]=[CH:20][N:19]=[CH:18][C:17]=2[N+:22]([O-])=O)[CH2:11][C@H:10]1[NH:25][C:26](=[O:32])[O:27][C:28]([CH3:31])([CH3:30])[CH3:29])([C:4]([CH3:7])([CH3:6])[CH3:5])([CH3:3])[CH3:2].[H][H]. Product: [NH2:22][C:17]1[CH:18]=[N:19][CH:20]=[CH:21][C:16]=1[N:12]1[CH2:13][C@H:14]([CH3:15])[C@@H:9]([O:8][Si:1]([C:4]([CH3:7])([CH3:6])[CH3:5])([CH3:3])[CH3:2])[C@H:10]([NH:25][C:26](=[O:32])[O:27][C:28]([CH3:31])([CH3:30])[CH3:29])[CH2:11]1. The catalyst class is: 19.